The task is: Predict the reaction yield, written as a fraction of the theoretical maximum amount of product (1.0 means a 100% yield; for example, 0.34 means a 34% yield).. This data is from Reaction yield outcomes from USPTO patents with 853,638 reactions. (1) The reactants are C1([C@H]([N:9]2[C@H:14]([C:15]([O:17][CH2:18][CH3:19])=[O:16])[C@@H:13]3[CH2:20][C@H:10]2[CH:11]=[CH:12]3)C)C=CC=CC=1. The catalyst is C(O)C.[Pd]. The product is [C@@H:10]12[CH2:20][C@@H:13]([CH2:12][CH2:11]1)[C@@H:14]([C:15]([O:17][CH2:18][CH3:19])=[O:16])[NH:9]2. The yield is 0.970. (2) The reactants are [CH3:1][CH2:2][Mg+].[Br-].Br[C:6]1[CH:15]=[CH:14][C:9]([C:10]([O:12][CH3:13])=[O:11])=[C:8]([CH3:16])[CH:7]=1. The catalyst is O1CCCC1.[Zn+2].[Br-].[Br-].C1C=CC(P(C2C=CC=CC=2)[C-]2C=CC=C2)=CC=1.C1C=CC(P(C2C=CC=CC=2)[C-]2C=CC=C2)=CC=1.Cl[Pd]Cl.[Fe+2]. The product is [CH2:1]([C:6]1[CH:15]=[CH:14][C:9]([C:10]([O:12][CH3:13])=[O:11])=[C:8]([CH3:16])[CH:7]=1)[CH3:2]. The yield is 0.840. (3) The reactants are [Cl:1][C:2]1[S:6][C:5]([S:7]([NH:10][C:11]2[CH:19]=[CH:18][C:14]([C:15]([OH:17])=[O:16])=[C:13]([OH:20])[CH:12]=2)(=[O:9])=[O:8])=[CH:4][C:3]=1[C:21]1[CH:26]=[CH:25][CH:24]=[C:23]([O:27][CH3:28])[C:22]=1[F:29].O[CH2:31][CH2:32][O:33][C:34]1[CH:35]=[C:36]([CH:40]=[CH:41][CH:42]=1)[C:37]([NH2:39])=[O:38]. No catalyst specified. The product is [Cl:1][C:2]1[S:6][C:5]([S:7]([NH:10][C:11]2[CH:19]=[CH:18][C:14]([C:15]([O:17][CH2:31][CH2:32][O:33][C:34]3[CH:42]=[CH:41][CH:40]=[C:36]([C:37](=[O:38])[NH2:39])[CH:35]=3)=[O:16])=[C:13]([OH:20])[CH:12]=2)(=[O:9])=[O:8])=[CH:4][C:3]=1[C:21]1[CH:26]=[CH:25][CH:24]=[C:23]([O:27][CH3:28])[C:22]=1[F:29]. The yield is 0.530. (4) The reactants are C([O:4][CH2:5][C:6]1[C:11]([CH3:12])=[C:10]([O:13][CH2:14][CH2:15][C:16]2([CH2:21][CH2:22][CH3:23])[O:20][CH2:19][CH2:18][O:17]2)[CH:9]=[CH:8][N:7]=1)(=O)C.[OH-].[Na+]. The catalyst is CO. The product is [CH3:12][C:11]1[C:6]([CH2:5][OH:4])=[N:7][CH:8]=[CH:9][C:10]=1[O:13][CH2:14][CH2:15][C:16]1([CH2:21][CH2:22][CH3:23])[O:20][CH2:19][CH2:18][O:17]1. The yield is 0.850.